This data is from Forward reaction prediction with 1.9M reactions from USPTO patents (1976-2016). The task is: Predict the product of the given reaction. (1) Given the reactants Cl[CH2:2][CH2:3][N:4]1[CH2:9][CH2:8][O:7][CH2:6][CH2:5]1.[Br:10][C:11]1[CH:16]=[CH:15][C:14]([OH:17])=[CH:13][CH:12]=1.C([O-])([O-])=O.[K+].[K+], predict the reaction product. The product is: [Br:10][C:11]1[CH:16]=[CH:15][C:14]([O:17][CH2:2][CH2:3][N:4]2[CH2:9][CH2:8][O:7][CH2:6][CH2:5]2)=[CH:13][CH:12]=1. (2) Given the reactants OC[CH2:3][S:4]([CH2:7][CH2:8][NH:9][C@:10]12[CH2:44][CH2:43][C@@H:42]([C:45]([CH3:47])=[CH2:46])[C@@H:11]1[C@@H:12]1[C@@:25]([CH3:28])([CH2:26][CH2:27]2)[C@@:24]2([CH3:29])[C@@H:15]([C@:16]3([CH3:41])[C@@H:21]([CH2:22][CH2:23]2)[C:20]([CH3:31])([CH3:30])[C:19]([C:32]2[CH:40]=[CH:39][C:35]([C:36]([OH:38])=[O:37])=[CH:34][CH:33]=2)=[CH:18][CH2:17]3)[CH2:14][CH2:13]1)(=[O:6])=[O:5].CS(C=C)(=O)=O, predict the reaction product. The product is: [CH3:28][C@:25]12[C@@:24]3([CH3:29])[C@@H:15]([C@:16]4([CH3:41])[C@@H:21]([CH2:22][CH2:23]3)[C:20]([CH3:30])([CH3:31])[C:19]([C:32]3[CH:33]=[CH:34][C:35]([C:36]([OH:38])=[O:37])=[CH:39][CH:40]=3)=[CH:18][CH2:17]4)[CH2:14][CH2:13][C@@H:12]1[C@H:11]1[C@H:42]([C:45]([CH3:47])=[CH2:46])[CH2:43][CH2:44][C@:10]1([NH:9][CH2:8][CH2:7][S:4]([CH3:3])(=[O:6])=[O:5])[CH2:27][CH2:26]2. (3) Given the reactants [Cl:1][C:2]1[CH:3]=[C:4]([CH:8](O)[CH3:9])[CH:5]=[CH:6][CH:7]=1.[Br:11]P(Br)Br, predict the reaction product. The product is: [Br:11][CH:8]([C:4]1[CH:5]=[CH:6][CH:7]=[C:2]([Cl:1])[CH:3]=1)[CH3:9]. (4) Given the reactants [CH3:1][C:2]1[O:3][C:4]2[C:9]([C:10](=[O:12])[CH:11]=1)=[CH:8][CH:7]=[CH:6][C:5]=2[CH:13]=O.[CH3:15][C:16](=[O:21])[CH2:17][C:18](=[O:20])[CH3:19].C(O)(=O)C.N1CCCCC1, predict the reaction product. The product is: [CH3:1][C:2]1[O:3][C:4]2[C:9]([C:10](=[O:12])[CH:11]=1)=[CH:8][CH:7]=[CH:6][C:5]=2[CH:13]=[C:17]([C:16](=[O:21])[CH3:15])[C:18](=[O:20])[CH3:19]. (5) Given the reactants [CH3:1][N:2]1[C:6]([C:7]2[CH:12]=[CH:11][CH:10]=[CH:9][C:8]=2[C:13]([F:16])([F:15])[F:14])=[N:5][N:4]=[C:3]1[C:17]12[CH2:24][CH2:23][C:20]([C:25]([O:27]C)=[O:26])([CH2:21][CH2:22]1)[CH2:19][CH2:18]2.[OH-].[K+], predict the reaction product. The product is: [CH3:1][N:2]1[C:6]([C:7]2[CH:12]=[CH:11][CH:10]=[CH:9][C:8]=2[C:13]([F:14])([F:16])[F:15])=[N:5][N:4]=[C:3]1[C:17]12[CH2:24][CH2:23][C:20]([C:25]([OH:27])=[O:26])([CH2:21][CH2:22]1)[CH2:19][CH2:18]2. (6) Given the reactants [Cl:1][CH2:2][C:3](Cl)=[O:4].[C:6]1([NH:12][C:13]2[CH:18]=[CH:17][CH:16]=[CH:15][CH:14]=2)[CH:11]=[CH:10][CH:9]=[CH:8][CH:7]=1, predict the reaction product. The product is: [Cl:1][CH2:2][C:3]([N:12]([C:13]1[CH:14]=[CH:15][CH:16]=[CH:17][CH:18]=1)[C:6]1[CH:11]=[CH:10][CH:9]=[CH:8][CH:7]=1)=[O:4]. (7) Given the reactants FC(F)(F)C([NH:5][CH2:6][CH2:7][CH2:8][C:9]1[CH:14]=[CH:13][CH:12]=[C:11]([C:15]#[C:16][CH:17]2[CH2:22][CH2:21][CH2:20][CH2:19][CH:18]2[OH:23])[CH:10]=1)=O.N.CO, predict the reaction product. The product is: [NH2:5][CH2:6][CH2:7][CH2:8][C:9]1[CH:10]=[C:11]([C:15]#[C:16][CH:17]2[CH2:22][CH2:21][CH2:20][CH2:19][CH:18]2[OH:23])[CH:12]=[CH:13][CH:14]=1.